This data is from Forward reaction prediction with 1.9M reactions from USPTO patents (1976-2016). The task is: Predict the product of the given reaction. (1) Given the reactants Cl.[NH2:2][C:3]1[N:8]=[C:7]([CH3:9])[C:6]([CH2:10][C:11]2[CH:16]=[CH:15][C:14]([CH2:17][C:18]([OH:20])=[O:19])=[CH:13][CH:12]=2)=[C:5]([NH:21][CH2:22][CH2:23][CH2:24][CH2:25][CH3:26])[N:4]=1.CS(O)(=O)=O.S(Cl)(Cl)=O.[CH3:36][N:37]([CH3:43])[CH2:38][CH2:39][CH2:40][CH2:41]O.CN(C)C, predict the reaction product. The product is: [NH2:2][C:3]1[N:8]=[C:7]([CH3:9])[C:6]([CH2:10][C:11]2[CH:12]=[CH:13][C:14]([CH2:17][C:18]([O:20][CH2:41][CH2:40][CH2:39][CH2:38][N:37]([CH3:43])[CH3:36])=[O:19])=[CH:15][CH:16]=2)=[C:5]([NH:21][CH2:22][CH2:23][CH2:24][CH2:25][CH3:26])[N:4]=1. (2) Given the reactants C(OC(=O)[NH:7][C:8]1[CH:13]=[CH:12][CH:11]=[C:10]([O:14][C:15]2[CH:20]=[CH:19][C:18]([C:21](=[O:30])[NH:22][C:23]3[CH:28]=[CH:27][CH:26]=[C:25]([Br:29])[CH:24]=3)=[CH:17][C:16]=2[NH:31][C:32]2[C:33]3[CH:41]=[CH:40][C:39]([CH3:42])=[N:38][C:34]=3[N:35]=[CH:36][N:37]=2)[CH:9]=1)(C)(C)C.[F:44][C:45]([F:50])([F:49])[C:46]([OH:48])=[O:47], predict the reaction product. The product is: [NH2:7][C:8]1[CH:9]=[C:10]([CH:11]=[CH:12][CH:13]=1)[O:14][C:15]1[CH:20]=[CH:19][C:18]([C:21]([NH:22][C:23]2[CH:28]=[CH:27][CH:26]=[C:25]([Br:29])[CH:24]=2)=[O:30])=[CH:17][C:16]=1[NH:31][C:32]1[C:33]2[CH:41]=[CH:40][C:39]([CH3:42])=[N:38][C:34]=2[N:35]=[CH:36][N:37]=1.[F:44][C:45]([F:50])([F:49])[C:46]([OH:48])=[O:47]. (3) Given the reactants [C:1]([N:20]1[CH:24]=[C:23]([C:25]2[CH:30]=[CH:29][CH:28]=[CH:27][C:26]=2[OH:31])[N:22]=[CH:21]1)([C:14]1[CH:19]=[CH:18][CH:17]=[CH:16][CH:15]=1)([C:8]1[CH:13]=[CH:12][CH:11]=[CH:10][CH:9]=1)[C:2]1[CH:7]=[CH:6][CH:5]=[CH:4][CH:3]=1.[H-].[Na+].CC1C=CC(S(O[CH2:45][CH2:46][C:47]2[CH:52]=[CH:51][C:50]([N:53]3C(=O)C4C(=CC=CC=4)C3=O)=[CH:49][CH:48]=2)(=O)=O)=CC=1.O.NN, predict the reaction product. The product is: [C:1]([N:20]1[CH:24]=[C:23]([C:25]2[CH:30]=[CH:29][CH:28]=[CH:27][C:26]=2[O:31][CH2:45][CH2:46][C:47]2[CH:52]=[CH:51][C:50]([NH2:53])=[CH:49][CH:48]=2)[N:22]=[CH:21]1)([C:14]1[CH:19]=[CH:18][CH:17]=[CH:16][CH:15]=1)([C:2]1[CH:7]=[CH:6][CH:5]=[CH:4][CH:3]=1)[C:8]1[CH:9]=[CH:10][CH:11]=[CH:12][CH:13]=1. (4) Given the reactants [OH:1][CH2:2][C:3]1[O:7][N:6]=[C:5]([C:8]([O:10][CH2:11][CH3:12])=[O:9])[CH:4]=1.CN(C)C=O.N1C=CN=C1.[Si:23](Cl)([C:26]([CH3:29])([CH3:28])[CH3:27])([CH3:25])[CH3:24], predict the reaction product. The product is: [Si:23]([O:1][CH2:2][C:3]1[O:7][N:6]=[C:5]([C:8]([O:10][CH2:11][CH3:12])=[O:9])[CH:4]=1)([C:26]([CH3:29])([CH3:28])[CH3:27])([CH3:25])[CH3:24]. (5) Given the reactants C1C=CC(C2C=CC=CC=2)=CC=1.C1C=CC(OC2C=CC=CC=2)=CC=1.[Cl:26][C:27]1[N:32]=[CH:31][C:30]([NH:33][CH:34]=[C:35]([C:40]([CH:42]2[CH2:44][CH2:43]2)=[O:41])[C:36]([O:38]C)=O)=[CH:29][CH:28]=1, predict the reaction product. The product is: [Cl:26][C:27]1[N:32]=[C:31]2[C:30](=[CH:29][CH:28]=1)[N:33]=[CH:34][C:35]([C:40]([CH:42]1[CH2:44][CH2:43]1)=[O:41])=[C:36]2[OH:38]. (6) Given the reactants C(=O)([O-])[O-].[Cs+].[Cs+].[Br:7][C:8]1[CH:16]=[C:15]2[C:11]([CH2:12][C:13](=[O:24])[N:14]2[C:17]([O:19][C:20]([CH3:23])([CH3:22])[CH3:21])=[O:18])=[CH:10][CH:9]=1.I[CH2:26][CH2:27][O:28][CH2:29][CH2:30]I.C(O)(=O)C, predict the reaction product. The product is: [Br:7][C:8]1[CH:16]=[C:15]2[N:14]([C:17]([O:19][C:20]([CH3:21])([CH3:23])[CH3:22])=[O:18])[C:13](=[O:24])[C:12]3([CH2:30][CH2:29][O:28][CH2:27][CH2:26]3)[C:11]2=[CH:10][CH:9]=1. (7) Given the reactants [CH2:1]([O:3][C:4]1[CH:5]=[C:6]([C:10]([C:15]2[N:23](S(C3C=CC=CC=3)(=O)=O)[C:18]3=[N:19][CH:20]=[CH:21][CH:22]=[C:17]3[CH:16]=2)=[CH:11][CH:12]([CH3:14])[CH3:13])[CH:7]=[CH:8][CH:9]=1)[CH3:2].[OH-].[Na+], predict the reaction product. The product is: [CH2:1]([O:3][C:4]1[CH:5]=[C:6]([C:10]([C:15]2[NH:23][C:18]3=[N:19][CH:20]=[CH:21][CH:22]=[C:17]3[CH:16]=2)=[CH:11][CH:12]([CH3:14])[CH3:13])[CH:7]=[CH:8][CH:9]=1)[CH3:2].